Dataset: Reaction yield outcomes from USPTO patents with 853,638 reactions. Task: Predict the reaction yield, written as a fraction of the theoretical maximum amount of product (1.0 means a 100% yield; for example, 0.34 means a 34% yield). (1) The reactants are [OH-].[Na+].C([O:5][C:6](=[O:28])/[CH:7]=[CH:8]/[C:9]1[CH:14]=[CH:13][C:12]([O:15][CH2:16][C:17]2[C:22]([CH3:23])=[N:21][C:20]([CH3:24])=[C:19]([CH3:25])[N:18]=2)=[C:11]([O:26][CH3:27])[CH:10]=1)C. The catalyst is O. The product is [CH3:23][C:22]1[C:17]([CH2:16][O:15][C:12]2[CH:13]=[CH:14][C:9](/[CH:8]=[CH:7]/[C:6]([OH:28])=[O:5])=[CH:10][C:11]=2[O:26][CH3:27])=[N:18][C:19]([CH3:25])=[C:20]([CH3:24])[N:21]=1. The yield is 0.946. (2) The reactants are O[CH2:2][C@@H:3]([CH3:18])[CH2:4][N:5]1[C:10]2[CH:11]=[C:12]([O:15][CH3:16])[CH:13]=[CH:14][C:9]=2[O:8][CH2:7][C:6]1=[O:17].C1(P(C2C=CC=CC=2)C2C=CC=CC=2)C=CC=CC=1.N1C=CN=C1.[I:43]I. The catalyst is CCCCCCC.CCOC(C)=O. The product is [I:43][CH2:2][C@@H:3]([CH3:18])[CH2:4][N:5]1[C:10]2[CH:11]=[C:12]([O:15][CH3:16])[CH:13]=[CH:14][C:9]=2[O:8][CH2:7][C:6]1=[O:17]. The yield is 0.820. (3) The reactants are ClC1N=C(C2C=CC(SN)=CC=2)C=CN=1.[Cl:16][C:17]1[N:22]=[C:21]([S:23][C:24]2[CH:29]=[CH:28][C:27]([NH2:30])=[CH:26][CH:25]=2)[CH:20]=[CH:19][N:18]=1.[C:31](O)(=[O:34])[CH:32]=[CH2:33]. No catalyst specified. The product is [Cl:16][C:17]1[N:22]=[C:21]([S:23][C:24]2[CH:25]=[CH:26][C:27]([NH:30][C:31](=[O:34])[CH:32]=[CH2:33])=[CH:28][CH:29]=2)[CH:20]=[CH:19][N:18]=1. The yield is 0.560.